From a dataset of Full USPTO retrosynthesis dataset with 1.9M reactions from patents (1976-2016). Predict the reactants needed to synthesize the given product. (1) The reactants are: [Cl:1][C:2]1[CH:3]=[CH:4][C:5]([N:15]2[CH:19]=[C:18]([C:20]([F:23])([F:22])[F:21])[N:17]=[N:16]2)=[C:6]([C:8]2[N:13]=[CH:12][N:11]=[C:10]([OH:14])[CH:9]=2)[CH:7]=1.CN(C(ON1N=NC2C=CC=NC1=2)=[N+](C)C)C.F[P-](F)(F)(F)(F)F.C1CCN2C(=NCCC2)CC1.N[C@@H:60]1[C:77]2[CH:78]=[C:73]([CH:74]=[CH:75][CH:76]=2)[C:72]2[N:71]=[CH:70][C:69]([O:79][CH3:80])=[CH:68][C:67]=2[NH:66][C:65](=[O:81])[C@H:64]([CH3:82])[CH2:63][CH2:62][CH2:61]1. Given the product [Cl:1][C:2]1[CH:3]=[CH:4][C:5]([N:15]2[CH:19]=[C:18]([C:20]([F:21])([F:23])[F:22])[N:17]=[N:16]2)=[C:6]([C:8]2[N:13]=[CH:12][N:11]([C@@H:60]3[C:77]4[CH:78]=[C:73]([CH:74]=[CH:75][CH:76]=4)[C:72]4[N:71]=[CH:70][C:69]([O:79][CH3:80])=[CH:68][C:67]=4[NH:66][C:65](=[O:81])[C@H:64]([CH3:82])[CH2:63][CH2:62][CH2:61]3)[C:10](=[O:14])[CH:9]=2)[CH:7]=1, predict the reactants needed to synthesize it. (2) Given the product [CH3:19][O:18][C:15]1[CH:16]=[CH:17][C:12]([C:10]2[O:11][C:4]3[C:3]([C:8](=[O:23])[CH:9]=2)=[CH:2][CH:7]=[CH:6][CH:5]=3)=[C:13]([N+:20]([O-:22])=[O:21])[CH:14]=1, predict the reactants needed to synthesize it. The reactants are: O[C:2]1[CH:7]=[CH:6][CH:5]=[CH:4][C:3]=1[C:8](=[O:23])[CH2:9][C:10]([C:12]1[CH:17]=[CH:16][C:15]([O:18][CH3:19])=[CH:14][C:13]=1[N+:20]([O-:22])=[O:21])=[O:11]. (3) Given the product [CH:14]1([N:5]2[CH2:6][CH2:7][CH:2]([OH:1])[CH2:3][CH2:4]2)[CH2:18][CH2:17][CH2:16][CH2:15]1, predict the reactants needed to synthesize it. The reactants are: [OH:1][CH:2]1[CH2:7][CH2:6][NH:5][CH2:4][CH2:3]1.C([O-])([O-])=O.[K+].[K+].[CH:14]1(Br)[CH2:18][CH2:17][CH2:16][CH2:15]1. (4) Given the product [Br:1][C:2]1[C:7](=[O:8])[N:6]([C:9]2[CH:10]=[C:11]([CH:15]=[CH:16][C:17]=2[CH3:18])[C:12]([NH:49][C@H:46]([CH3:45])[CH2:47][OH:48])=[O:13])[C:5]([CH3:19])=[N:4][C:3]=1[O:20][CH2:21][C:22]1[CH:27]=[CH:26][C:25]([F:28])=[CH:24][C:23]=1[F:29], predict the reactants needed to synthesize it. The reactants are: [Br:1][C:2]1[C:7](=[O:8])[N:6]([C:9]2[CH:10]=[C:11]([CH:15]=[CH:16][C:17]=2[CH3:18])[C:12](O)=[O:13])[C:5]([CH3:19])=[N:4][C:3]=1[O:20][CH2:21][C:22]1[CH:27]=[CH:26][C:25]([F:28])=[CH:24][C:23]=1[F:29].CN1CCOCC1.C(OC(Cl)=O)C(C)C.[CH3:45][C@@H:46]([NH2:49])[CH2:47][OH:48]. (5) Given the product [F:35][C:3]([F:2])([F:34])[C:4]1[CH:29]=[CH:28][CH:27]=[C:26]([C:30]([F:31])([F:32])[F:33])[C:5]=1/[CH:6]=[CH:53]/[C:52]1[CH:51]=[C:50]([CH2:49][CH2:48][CH2:47][N:38]2[C:39](=[O:46])[C:40]3[C:45](=[CH:44][CH:43]=[CH:42][CH:41]=3)[C:37]2=[O:36])[CH:57]=[CH:56][CH:55]=1, predict the reactants needed to synthesize it. The reactants are: [Br-].[F:2][C:3]([F:35])([F:34])[C:4]1[CH:29]=[CH:28][CH:27]=[C:26]([C:30]([F:33])([F:32])[F:31])[C:5]=1[CH2:6][P+](C1C=CC=CC=1)(C1C=CC=CC=1)C1C=CC=CC=1.[O:36]=[C:37]1[C:45]2[C:40](=[CH:41][CH:42]=[CH:43][CH:44]=2)[C:39](=[O:46])[N:38]1[CH2:47][CH2:48][CH2:49][C:50]1[CH:51]=[C:52]([CH:55]=[CH:56][CH:57]=1)[CH:53]=O.